This data is from Catalyst prediction with 721,799 reactions and 888 catalyst types from USPTO. The task is: Predict which catalyst facilitates the given reaction. (1) Reactant: [CH3:1][N:2]1[C:7](=[O:8])[CH:6]=[CH:5][C:4]([C:9](=[O:28])[CH2:10][CH:11]([C:19]2[CH:27]=[CH:26][C:22]([C:23](O)=[O:24])=[CH:21][CH:20]=2)[C:12]2[CH:17]=[CH:16][CH:15]=[CH:14][C:13]=2[CH3:18])=[CH:3]1.[NH2:29][CH:30]([CH2:33][OH:34])[CH2:31][OH:32].F[P-](F)(F)(F)(F)F.N1(O[P+](N(C)C)(N(C)C)N(C)C)C2C=CC=CC=2N=N1. Product: [OH:32][CH2:31][CH:30]([NH:29][C:23](=[O:24])[C:22]1[CH:21]=[CH:20][C:19]([CH:11]([C:12]2[CH:17]=[CH:16][CH:15]=[CH:14][C:13]=2[CH3:18])[CH2:10][C:9]([C:4]2[CH:5]=[CH:6][C:7](=[O:8])[N:2]([CH3:1])[CH:3]=2)=[O:28])=[CH:27][CH:26]=1)[CH2:33][OH:34]. The catalyst class is: 7. (2) Reactant: C([O:5][C:6](=[O:35])[CH2:7][N:8]1[C:16]2[C:11](=[CH:12][C:13]([Cl:17])=[CH:14][CH:15]=2)[C:10]2([C:21](=[O:22])[N:20]([CH2:23][C:24]3[CH:29]=[C:28]([Cl:30])[CH:27]=[CH:26][C:25]=3[F:31])[C:19](=[O:32])[N:18]2[CH3:33])[C:9]1=[O:34])(C)(C)C.C(O)(C(F)(F)F)=O. Product: [Cl:17][C:13]1[CH:12]=[C:11]2[C:16](=[CH:15][CH:14]=1)[N:8]([CH2:7][C:6]([OH:35])=[O:5])[C:9](=[O:34])[C:10]12[C:21](=[O:22])[N:20]([CH2:23][C:24]2[CH:29]=[C:28]([Cl:30])[CH:27]=[CH:26][C:25]=2[F:31])[C:19](=[O:32])[N:18]1[CH3:33]. The catalyst class is: 2. (3) Product: [CH:6]1([NH:9][C:10](=[O:32])[C:11]2[CH:16]=[CH:15][C:14]([CH3:17])=[C:13]([N:18]3[CH:23]=[CH:22][N:21]=[C:20]([S:40][C:1]4[CH:3]=[CH:46][CH:45]=[CH:44][CH:2]=4)[C:19]3=[O:31])[CH:12]=2)[CH2:7][CH2:8]1. Reactant: [CH:1]([Mg]Cl)([CH3:3])[CH3:2].[CH:6]1([NH:9][C:10](=[O:32])[C:11]2[CH:16]=[CH:15][C:14]([CH3:17])=[C:13]([N:18]3[CH:23]=[CH:22][N:21]=[C:20](OC4C=CC=CC=4)[C:19]3=[O:31])[CH:12]=2)[CH2:8][CH2:7]1.C1C=CC(C[SH:40])=CC=1.[NH4+].[Cl-].O1C[CH2:46][CH2:45][CH2:44]1. The catalyst class is: 6.